From a dataset of Forward reaction prediction with 1.9M reactions from USPTO patents (1976-2016). Predict the product of the given reaction. (1) Given the reactants [F:1][CH:2]([F:42])[C:3]1[CH:12]=[C:11]2[C:6]([CH2:7][CH2:8][CH2:9][N:10]2[C:13]2[C:17]3[CH2:18][N:19](C(OC(C)(C)C)=O)[CH2:20][CH2:21][C:16]=3[N:15]([CH:29]3[CH2:35][CH2:34][CH2:33][O:32][CH2:31][CH2:30]3)[N:14]=2)=[CH:5][C:4]=1[C:36]1[CH:37]=[N:38][N:39]([CH3:41])[CH:40]=1.F[C:44](F)(F)[C:45](O)=[O:46].C(N(CC)CC)C.[C:57](OC(=O)C)(=[O:59])[CH3:58], predict the reaction product. The product is: [F:42][CH:2]([F:1])[C:3]1[CH:12]=[C:11]2[C:6]([CH2:7][CH2:8][CH2:9][N:10]2[C:13]2[C:17]3[CH2:18][N:19]([C:45](=[O:46])[CH3:44])[CH2:20][CH2:21][C:16]=3[N:15]([C@H:29]3[CH2:35][CH2:34][CH2:33][O:32][CH2:31][CH2:30]3)[N:14]=2)=[CH:5][C:4]=1[C:36]1[CH:37]=[N:38][N:39]([CH3:41])[CH:40]=1.[F:42][CH:2]([F:1])[C:3]1[CH:12]=[C:11]2[C:6]([CH2:7][CH2:8][CH2:9][N:10]2[C:13]2[C:17]3[CH2:18][N:19]([C:57](=[O:59])[CH3:58])[CH2:20][CH2:21][C:16]=3[N:15]([C@@H:29]3[CH2:35][CH2:34][CH2:33][O:32][CH2:31][CH2:30]3)[N:14]=2)=[CH:5][C:4]=1[C:36]1[CH:37]=[N:38][N:39]([CH3:41])[CH:40]=1. (2) The product is: [CH3:2][S:3]([N:6]1[CH2:11][CH2:10][CH:9]([NH:12][C:13]2[N:18]=[C:17]([NH:19][C:20]3[CH:25]=[CH:24][CH:23]=[C:22]([C:26]([F:29])([F:28])[F:27])[CH:21]=3)[N:16]=[C:15]([O:38][CH2:37][C:32]3[CH:33]=[CH:34][CH:35]=[CH:36][N:31]=3)[N:14]=2)[CH2:8][CH2:7]1)(=[O:5])=[O:4]. Given the reactants [Na].[CH3:2][S:3]([N:6]1[CH2:11][CH2:10][CH:9]([NH:12][C:13]2[N:18]=[C:17]([NH:19][C:20]3[CH:25]=[CH:24][CH:23]=[C:22]([C:26]([F:29])([F:28])[F:27])[CH:21]=3)[N:16]=[C:15](Cl)[N:14]=2)[CH2:8][CH2:7]1)(=[O:5])=[O:4].[N:31]1[CH:36]=[CH:35][CH:34]=[CH:33][C:32]=1[CH2:37][OH:38], predict the reaction product.